Regression/Classification. Given a drug SMILES string, predict its absorption, distribution, metabolism, or excretion properties. Task type varies by dataset: regression for continuous measurements (e.g., permeability, clearance, half-life) or binary classification for categorical outcomes (e.g., BBB penetration, CYP inhibition). Dataset: cyp2c9_veith. From a dataset of CYP2C9 inhibition data for predicting drug metabolism from PubChem BioAssay. (1) The drug is COc1ccccc1C(c1nnnn1C(C)(C)C)N1CCCc2ccccc21. The result is 1 (inhibitor). (2) The drug is COc1ccc2c(c1)c1c(C)c3cnccc3c(C)c1n2CCCN. The result is 0 (non-inhibitor). (3) The molecule is CCOC(=O)CC(=O)Nc1nnc(CC)s1. The result is 0 (non-inhibitor).